This data is from Full USPTO retrosynthesis dataset with 1.9M reactions from patents (1976-2016). The task is: Predict the reactants needed to synthesize the given product. (1) Given the product [C:1]([O:5][C:6]([N:8]1[CH2:12][CH:11]([NH2:13])[CH2:10][O:9]1)=[O:7])([CH3:4])([CH3:2])[CH3:3], predict the reactants needed to synthesize it. The reactants are: [C:1]([O:5][C:6]([N:8]1[CH2:12][CH:11]([NH:13]S(C2C=CC=CC=2[N+]([O-])=O)(=O)=O)[CH2:10][O:9]1)=[O:7])([CH3:4])([CH3:3])[CH3:2].C1(S)C=CC=CC=1.C([O-])([O-])=O.[K+].[K+].CO. (2) Given the product [C:41]([O:40][C:39]([NH:38][C:36]([C:32]1[CH:31]=[C:30]([C:9]2[CH:27]=[CH:26][CH:25]=[C:11]([CH2:12][O:13][C:14]3[CH:19]=[CH:18][CH:17]=[CH:16][C:15]=3[CH2:20][C:21]([O:23][CH3:24])=[O:22])[CH:10]=2)[CH:35]=[CH:34][CH:33]=1)=[NH:37])=[O:45])([CH3:44])([CH3:42])[CH3:43], predict the reactants needed to synthesize it. The reactants are: CC1(C)C(C)(C)OB([C:9]2[CH:10]=[C:11]([CH:25]=[CH:26][CH:27]=2)[CH2:12][O:13][C:14]2[CH:19]=[CH:18][CH:17]=[CH:16][C:15]=2[CH2:20][C:21]([O:23][CH3:24])=[O:22])O1.Br[C:30]1[CH:31]=[C:32]([C:36]([NH:38][C:39](=[O:45])[O:40][C:41]([CH3:44])([CH3:43])[CH3:42])=[NH:37])[CH:33]=[CH:34][CH:35]=1.[O-]P([O-])([O-])=O.[K+].[K+].[K+].C(Cl)Cl.Cl. (3) Given the product [O:34]1[C:33]2[CH:37]=[CH:38][C:30]([C:28]3[N:27]=[C:23]([CH:11]4[CH2:10][CH:9]([C:6]5[CH:7]=[CH:8][C:3]([CH2:1][CH3:2])=[CH:4][CH:5]=5)[CH2:14][N:13]([C:15]([N:17]5[CH2:18][CH2:19][O:20][CH2:21][CH2:22]5)=[O:16])[CH2:12]4)[O:24][N:29]=3)=[CH:31][C:32]=2[O:36][CH2:35]1, predict the reactants needed to synthesize it. The reactants are: [CH2:1]([C:3]1[CH:8]=[CH:7][C:6]([CH:9]2[CH2:14][N:13]([C:15]([N:17]3[CH2:22][CH2:21][O:20][CH2:19][CH2:18]3)=[O:16])[CH2:12][CH:11]([C:23](O)=[O:24])[CH2:10]2)=[CH:5][CH:4]=1)[CH3:2].O[NH:27][C:28]([C:30]1[CH:38]=[CH:37][C:33]2[O:34][CH2:35][O:36][C:32]=2[CH:31]=1)=[NH:29]. (4) Given the product [CH2:26]([O:28][C:29](=[O:49])[CH2:30][C:31]1([C:34]2[CH:39]=[CH:38][C:37]([C:2]3[CH:7]=[CH:6][C:5]([C:8]4[O:12][N:11]=[C:10]([CH3:13])[C:9]=4[CH:14]([OH:25])[CH2:15][CH2:16]/[CH:17]=[CH:18]/[C:19]4[CH:24]=[CH:23][CH:22]=[CH:21][CH:20]=4)=[CH:4][CH:3]=3)=[CH:36][CH:35]=2)[CH2:33][CH2:32]1)[CH3:27], predict the reactants needed to synthesize it. The reactants are: Br[C:2]1[CH:7]=[CH:6][C:5]([C:8]2[O:12][N:11]=[C:10]([CH3:13])[C:9]=2[CH:14]([OH:25])[CH2:15][CH2:16]/[CH:17]=[CH:18]/[C:19]2[CH:24]=[CH:23][CH:22]=[CH:21][CH:20]=2)=[CH:4][CH:3]=1.[CH2:26]([O:28][C:29](=[O:49])[CH2:30][C:31]1([C:34]2[CH:39]=[CH:38][C:37](B3OC(C)(C)C(C)(C)O3)=[CH:36][CH:35]=2)[CH2:33][CH2:32]1)[CH3:27]. (5) Given the product [CH3:1][N:2]([CH2:4][C:5]1[C:13]2[O:12][N:11]=[C:10]([CH2:14][CH2:15][CH:16]3[CH2:17][CH2:18][NH:19][CH2:20][CH2:21]3)[C:9]=2[CH:8]=[CH:7][C:6]=1[O:29][CH2:30][CH2:31][CH3:32])[CH3:3], predict the reactants needed to synthesize it. The reactants are: [CH3:1][N:2]([CH2:4][C:5]1[C:13]2[O:12][N:11]=[C:10]([CH2:14][CH2:15][CH:16]3[CH2:21][CH2:20][N:19](C(OC(C)(C)C)=O)[CH2:18][CH2:17]3)[C:9]=2[CH:8]=[CH:7][C:6]=1[O:29][CH2:30][CH2:31][CH3:32])[CH3:3].Cl.C1(C)C=CC=CC=1. (6) The reactants are: [CH3:1][C:2]1[C@@H:19]([O:20][C:21]([C@H:23]([OH:40])[C@@H:24]([NH:31][C:32]([C:34]2[CH:35]=[CH:36][CH:37]=[CH:38][CH:39]=2)=[O:33])[C:25]2[CH:26]=[CH:27][CH:28]=[CH:29][CH:30]=2)=[O:22])[CH2:18][C@:14]2([OH:41])[C:15]([CH3:17])([CH3:16])[C:3]=1[C@@H:4]([O:59][C:60]([CH3:62])=[O:61])[C:5]([C@@:7]1([CH3:58])[C@H:12]([C@@H:13]2[O:42][C:43]([C:45]2[CH:46]=[CH:47][CH:48]=[CH:49][CH:50]=2)=[O:44])[C@:11]2([O:53][C:54]([CH3:56])=[O:55])[CH2:51][O:52][C@@H:10]2[CH2:9][C@@H:8]1[OH:57])=[O:6]. Given the product [CH3:1][C:2]1[C@@H:19]([O:20][C:21]([C@H:23]([OH:40])[C@@H:24]([NH:31][C:32]([C:34]2[CH:39]=[CH:38][CH:37]=[CH:36][CH:35]=2)=[O:33])[C:25]2[CH:26]=[CH:27][CH:28]=[CH:29][CH:30]=2)=[O:22])[CH2:18][C@:14]2([OH:41])[C:15]([CH3:16])([CH3:17])[C:3]=1[C@@H:4]([O:59][C:60]([CH3:62])=[O:61])[C:5]([C@@:7]1([CH3:58])[C@H:12]([C@@H:13]2[O:42][C:43]([C:45]2[CH:50]=[CH:49][CH:48]=[CH:47][CH:46]=2)=[O:44])[C@:11]2([O:53][C:54]([CH3:56])=[O:55])[CH2:51][O:52][C@@H:10]2[CH2:9][C@@H:8]1[OH:57])=[O:6].[CH2:5]([OH:6])[CH3:4], predict the reactants needed to synthesize it. (7) The reactants are: [F:1][C:2]1[CH:3]=[C:4]2[C:9](=[CH:10][C:11]=1F)[N:8]([CH2:13][C:14]1[CH:19]=[CH:18][C:17]([C:20]([F:23])([F:22])[F:21])=[CH:16][CH:15]=1)[CH:7]=[C:6]([C:24]#[N:25])[C:5]2=[O:26].[CH3:27][C@H:28]1[CH2:33][NH:32][CH2:31][C@@H:30]([CH3:34])[NH:29]1. Given the product [CH3:27][C@@H:28]1[NH:29][C@H:30]([CH3:34])[CH2:31][N:32]([C:11]2[CH:10]=[C:9]3[C:4]([C:5](=[O:26])[C:6]([C:24]#[N:25])=[CH:7][N:8]3[CH2:13][C:14]3[CH:19]=[CH:18][C:17]([C:20]([F:21])([F:23])[F:22])=[CH:16][CH:15]=3)=[CH:3][C:2]=2[F:1])[CH2:33]1, predict the reactants needed to synthesize it.